From a dataset of Full USPTO retrosynthesis dataset with 1.9M reactions from patents (1976-2016). Predict the reactants needed to synthesize the given product. Given the product [Br:26][C:4]1[C:3](=[O:17])[C:2]([CH3:18])([CH3:1])[O:6][C:5]=1[C:7]1[CH:8]=[CH:9][C:10]([O:15][CH3:16])=[C:11]([CH:14]=1)[C:12]#[N:13], predict the reactants needed to synthesize it. The reactants are: [CH3:1][C:2]1([CH3:18])[O:6][C:5]([C:7]2[CH:8]=[CH:9][C:10]([O:15][CH3:16])=[C:11]([CH:14]=2)[C:12]#[N:13])=[CH:4][C:3]1=[O:17].C1C(=O)N([Br:26])C(=O)C1.